From a dataset of Reaction yield outcomes from USPTO patents with 853,638 reactions. Predict the reaction yield, written as a fraction of the theoretical maximum amount of product (1.0 means a 100% yield; for example, 0.34 means a 34% yield). (1) The reactants are [Cl:1][C:2]1[N:7]=[CH:6][C:5]([CH2:8][NH:9][CH2:10][C:11](=[CH2:24])[CH2:12][CH:13]2[O:17][C:16](=[O:18])[CH:15]=[C:14]2N2CCCC2)=[CH:4][CH:3]=1. The catalyst is C(O)(=O)C. The product is [Cl:1][C:2]1[N:7]=[CH:6][C:5]([CH2:8][N:9]2[CH2:10][C:11](=[CH2:24])[CH2:12][CH:13]3[O:17][C:16](=[O:18])[CH:15]=[C:14]23)=[CH:4][CH:3]=1. The yield is 0.940. (2) The reactants are [C:1]([NH:4][C:5]1[C:12]([Cl:13])=[CH:11][C:8]([C:9]#[N:10])=[CH:7][C:6]=1[Cl:14])(=[O:3])[CH3:2].[H-].[Al+3].[Li+].[H-].[H-].[H-].O.O.O.O.O.O.O.O.O.O.S([O-])([O-])(=O)=O.[Na+].[Na+]. The catalyst is C1COCC1. The product is [C:1]([NH:4][C:5]1[C:6]([Cl:14])=[CH:7][C:8]([CH2:9][NH2:10])=[CH:11][C:12]=1[Cl:13])(=[O:3])[CH3:2]. The yield is 0.300. (3) The reactants are [NH2:1][C:2]1[CH:3]=[C:4]([SH:8])[CH:5]=[CH:6][CH:7]=1.[F:9][C:10]([F:23])([O:14][C:15]1[CH:16]=[C:17]([CH:20]=[CH:21][CH:22]=1)[CH:18]=O)[CH:11]([F:13])[F:12].C(O)(=O)C.[BH-](OC(C)=O)(OC(C)=O)OC(C)=O.[Na+]. The catalyst is ClC(Cl)C. The product is [F:9][C:10]([F:23])([O:14][C:15]1[CH:16]=[C:17]([CH2:18][NH:1][C:2]2[CH:3]=[C:4]([SH:8])[CH:5]=[CH:6][CH:7]=2)[CH:20]=[CH:21][CH:22]=1)[CH:11]([F:12])[F:13]. The yield is 0.720. (4) The catalyst is O1CCOCC1.C1C=CC(P(C2C=CC=CC=2)[C-]2C=CC=C2)=CC=1.C1C=CC(P(C2C=CC=CC=2)[C-]2C=CC=C2)=CC=1.Cl[Pd]Cl.[Fe+2].C(Cl)Cl. The product is [CH3:1][CH:2]1[CH2:7][C:6](=[O:8])[CH:5]=[C:4]([C:25]2[CH:30]=[CH:29][N:28]=[CH:27][C:26]=2[N+:31]([O-:33])=[O:32])[CH2:3]1. The yield is 0.480. The reactants are [CH3:1][CH:2]1[CH2:7][C:6](=[O:8])[CH:5]=[C:4](B2OC(C)(C)C(C)(C)O2)[CH2:3]1.C([O-])([O-])=O.[Na+].[Na+].Cl[C:25]1[CH:30]=[CH:29][N:28]=[CH:27][C:26]=1[N+:31]([O-:33])=[O:32]. (5) The reactants are [N:1]1([C:6]([N:8]2[CH2:13][CH2:12][C@H:11]([NH:14][C:15](=[O:24])[O:16][CH2:17][C:18]3[CH:23]=[CH:22][CH:21]=[CH:20][CH:19]=3)[C@H:10]([O:25][CH3:26])[CH2:9]2)=[S:7])C=CN=C1.N.CO. The catalyst is C1COCC1.[Cl-].[Na+].O. The product is [C:6]([N:8]1[CH2:13][CH2:12][C@H:11]([NH:14][C:15](=[O:24])[O:16][CH2:17][C:18]2[CH:19]=[CH:20][CH:21]=[CH:22][CH:23]=2)[C@H:10]([O:25][CH3:26])[CH2:9]1)(=[S:7])[NH2:1]. The yield is 0.670.